From a dataset of Reaction yield outcomes from USPTO patents with 853,638 reactions. Predict the reaction yield, written as a fraction of the theoretical maximum amount of product (1.0 means a 100% yield; for example, 0.34 means a 34% yield). (1) The reactants are [C:1]([C:3]1[CH:4]=[N:5][CH:6]=[C:7]([CH:20]=1)[C:8]([N:10]=[S@@:11]([CH3:19])(=[O:18])[C:12]1[CH:17]=[CH:16][CH:15]=[CH:14][CH:13]=1)=[O:9])#[CH:2].I[C:22]1[NH:26][C:25]([CH3:27])=[N:24][CH:23]=1. No catalyst specified. The product is [CH3:27][C:25]1[NH:24][C:23]([C:2]#[C:1][C:3]2[CH:4]=[N:5][CH:6]=[C:7]([CH:20]=2)[C:8]([N:10]=[S@@:11]([CH3:19])(=[O:18])[C:12]2[CH:13]=[CH:14][CH:15]=[CH:16][CH:17]=2)=[O:9])=[CH:22][N:26]=1. The yield is 0.510. (2) The reactants are [F:1][C:2]1[CH:7]=[C:6]([C:8]2[CH:13]=[N:12][CH:11]=[C:10]3[N:14]([CH3:17])[N:15]=[CH:16][C:9]=23)[CH:5]=[CH:4][C:3]=1[NH2:18].N1C=CC=CC=1.C1([O:31][C:32](=O)[NH:33][C:34]2[N:35]([C:42]3[CH:47]=[CH:46][CH:45]=[C:44]([F:48])[CH:43]=3)[N:36]=[C:37]([CH:39]([CH3:41])[CH3:40])[CH:38]=2)C=CC=CC=1.NC1C=CNN=1.ClC(OC1C=CC=CC=1)=O. The catalyst is C1COCC1. The product is [F:1][C:2]1[CH:7]=[C:6]([C:8]2[CH:13]=[N:12][CH:11]=[C:10]3[N:14]([CH3:17])[N:15]=[CH:16][C:9]=23)[CH:5]=[CH:4][C:3]=1[NH:18][C:32]([NH:33][C:34]1[N:35]([C:42]2[CH:47]=[CH:46][CH:45]=[C:44]([F:48])[CH:43]=2)[N:36]=[C:37]([CH:39]([CH3:41])[CH3:40])[CH:38]=1)=[O:31]. The yield is 0.520. (3) The reactants are [H-].[Al+3].[Li+].[H-].[H-].[H-].[F:7][C:8]1[CH:9]=[C:10]([CH:16]=[CH:17][N:18]=1)[C:11](OCC)=[O:12].O.[OH-].[Na+]. The catalyst is O1CCCC1.[Cl-].[Na+].O. The product is [F:7][C:8]1[CH:9]=[C:10]([CH2:11][OH:12])[CH:16]=[CH:17][N:18]=1. The yield is 0.510. (4) The reactants are FC(F)(F)S(O[C:7]1[C:12]([CH3:13])=[CH:11][CH:10]=[CH:9][C:8]=1[O:14][CH3:15])(=O)=O.[C:18](=[N:31][NH2:32])([C:25]1[CH:30]=[CH:29][CH:28]=[CH:27][CH:26]=1)[C:19]1[CH:24]=[CH:23][CH:22]=[CH:21][CH:20]=1.C1C=CC(P(C2C(C3C(P(C4C=CC=CC=4)C4C=CC=CC=4)=CC=C4C=3C=CC=C4)=C3C(C=CC=C3)=CC=2)C2C=CC=CC=2)=CC=1.C(=O)([O-])[O-].[Cs+].[Cs+]. The catalyst is C1(C)C=CC=CC=1.C([O-])(=O)C.[Pd+2].C([O-])(=O)C. The product is [CH3:15][O:14][C:8]1[CH:9]=[CH:10][CH:11]=[C:12]([CH3:13])[C:7]=1[NH:32][N:31]=[C:18]([C:19]1[CH:24]=[CH:23][CH:22]=[CH:21][CH:20]=1)[C:25]1[CH:30]=[CH:29][CH:28]=[CH:27][CH:26]=1. The yield is 0.970. (5) The reactants are [F:1][C:2]1[CH:3]=[N:4][C:5]([NH:11][CH:12]2[CH2:17][CH2:16][N:15]([CH3:18])[CH2:14][CH2:13]2)=[C:6]([CH:10]=1)[C:7]([OH:9])=O.C(N(CC)CC)C.[C:26]([O:30][C:31](=[O:40])[NH:32][CH:33]1[CH2:38][CH2:37][CH:36]([NH2:39])[CH2:35][CH2:34]1)([CH3:29])([CH3:28])[CH3:27]. The catalyst is C(#N)C. The product is [C:26]([O:30][C:31](=[O:40])[NH:32][C@H:33]1[CH2:34][CH2:35][C@@H:36]([NH:39][C:7]([C:6]2[C:5]([NH:11][CH:12]3[CH2:17][CH2:16][N:15]([CH3:18])[CH2:14][CH2:13]3)=[N:4][CH:3]=[C:2]([F:1])[CH:10]=2)=[O:9])[CH2:37][CH2:38]1)([CH3:29])([CH3:27])[CH3:28]. The yield is 0.300. (6) The reactants are [Br:1][C:2]1[CH:3]=[CH:4][C:5]([C:9]2[C:17]3[C:12](=[CH:13][N:14]=[C:15]([C:18]4[CH:19]=[N:20][CH:21]=[CH:22][CH:23]=4)[CH:16]=3)[N:11](COCC[Si](C)(C)C)[N:10]=2)=[N:6][C:7]=1F.Cl.[NH:33]1[CH2:38][CH2:37][CH2:36][C@@H:35]([OH:39])[CH2:34]1. No catalyst specified. The product is [Br:1][C:2]1[C:7]([N:33]2[CH2:38][CH2:37][CH2:36][C@@H:35]([OH:39])[CH2:34]2)=[N:6][C:5]([C:9]2[C:17]3[C:12](=[CH:13][N:14]=[C:15]([C:18]4[CH:19]=[N:20][CH:21]=[CH:22][CH:23]=4)[CH:16]=3)[NH:11][N:10]=2)=[CH:4][CH:3]=1. The yield is 0.299. (7) The reactants are [O:1]=[C:2]1[N:6]([C:7]2[CH:12]=[CH:11][CH:10]=[CH:9][CH:8]=2)[CH2:5][C:4]2([CH2:17][CH2:16][CH2:15][N:14](C(OCC3C=CC=CC=3)=O)[CH2:13]2)[O:3]1. The catalyst is C(OCC)(=O)C.[OH-].[Pd+2].[OH-].[C]. The product is [C:7]1([N:6]2[CH2:5][C:4]3([CH2:17][CH2:16][CH2:15][NH:14][CH2:13]3)[O:3][C:2]2=[O:1])[CH:8]=[CH:9][CH:10]=[CH:11][CH:12]=1. The yield is 0.530. (8) The reactants are [CH3:1][O:2][C:3]1[CH:9]=[CH:8][C:7]([N+:10]([O-:12])=[O:11])=[CH:6][C:4]=1[NH2:5].C(N(CC)CC)C.[C:20](Cl)(=[O:23])[CH2:21][CH3:22]. The product is [CH3:1][O:2][C:3]1[CH:9]=[CH:8][C:7]([N+:10]([O-:12])=[O:11])=[CH:6][C:4]=1[NH:5][C:20](=[O:23])[CH2:21][CH3:22]. The catalyst is ClCCl. The yield is 0.980. (9) The reactants are [Cl:1][C:2]1[CH:7]=[C:6]([O:8][C:9]2[C:18]3[C:13](=[CH:14][C:15]([OH:21])=[C:16]([O:19][CH3:20])[CH:17]=3)[N:12]=[CH:11][N:10]=2)[CH:5]=[CH:4][C:3]=1[NH:22][C:23]([NH:25][CH2:26][CH3:27])=[O:24].C1(P(C2C=CC=CC=2)C2C=CC=CC=2)C=CC=CC=1.[N:47]1([CH:53](O)[CH2:54][CH3:55])[CH2:52][CH2:51][CH2:50][CH2:49][CH2:48]1.N(C(OCC)=O)=NC(OCC)=O. The catalyst is CN(C)C=O. The product is [Cl:1][C:2]1[CH:7]=[C:6]([O:8][C:9]2[C:18]3[C:13](=[CH:14][C:15]([O:21][CH2:55][CH2:54][CH2:53][N:47]4[CH2:52][CH2:51][CH2:50][CH2:49][CH2:48]4)=[C:16]([O:19][CH3:20])[CH:17]=3)[N:12]=[CH:11][N:10]=2)[CH:5]=[CH:4][C:3]=1[NH:22][C:23]([NH:25][CH2:26][CH3:27])=[O:24]. The yield is 0.420.